Task: Predict the product of the given reaction.. Dataset: Forward reaction prediction with 1.9M reactions from USPTO patents (1976-2016) (1) Given the reactants C(Cl)Cl.[CH:4]1([NH2:9])[CH2:8][CH2:7][CH2:6][CH2:5]1.C[Si]([N:14]=[C:15]=[O:16])(C)C, predict the reaction product. The product is: [CH:4]1([NH:9][C:15]([NH2:14])=[O:16])[CH2:8][CH2:7][CH2:6][CH2:5]1. (2) Given the reactants C(NC(C)C)(C)C.C([Li])CCC.CN1CCCN(C)C1=O.[Br:22][C:23]1[CH:24]=[C:25]([CH3:39])[CH:26]=[CH:27][C:28]=1[C:29]1[CH:34]=[CH:33][C:32]([C:35]([F:38])([F:37])[F:36])=[CH:31][CH:30]=1.[C:40](=O)([O:43]C)[O:41][CH3:42], predict the reaction product. The product is: [Br:22][C:23]1[CH:24]=[C:25]([CH2:39][C:40]([O:41][CH3:42])=[O:43])[CH:26]=[CH:27][C:28]=1[C:29]1[CH:30]=[CH:31][C:32]([C:35]([F:36])([F:37])[F:38])=[CH:33][CH:34]=1. (3) Given the reactants [F:1][C:2]([F:26])([F:25])[C:3]([OH:24])([C:14]1[CH:19]=[CH:18][CH:17]=[C:16]([C:20]([F:23])([F:22])[F:21])[CH:15]=1)[CH2:4][C:5]([C:7]1[CH:12]=[CH:11][C:10]([CH3:13])=[CH:9][CH:8]=1)=O.Cl.[NH2:28][OH:29].N1C=CC=CC=1, predict the reaction product. The product is: [F:1][C:2]([F:26])([F:25])[C:3]([OH:24])([C:14]1[CH:19]=[CH:18][CH:17]=[C:16]([C:20]([F:23])([F:22])[F:21])[CH:15]=1)[CH2:4][C:5]([C:7]1[CH:12]=[CH:11][C:10]([CH3:13])=[CH:9][CH:8]=1)=[N:28][OH:29]. (4) Given the reactants Br[C:2]1[CH:10]=[C:9]2[C:5]([CH:6]=[N:7][N:8]2[CH2:11][C:12]([F:15])([CH3:14])[CH3:13])=[CH:4][C:3]=1[O:16][C:17]1[CH:22]=[CH:21][C:20]([F:23])=[CH:19][C:18]=1[F:24].CO.[C:27](=O)([O-:29])[O-:28].[K+].[K+], predict the reaction product. The product is: [F:24][C:18]1[CH:19]=[C:20]([F:23])[CH:21]=[CH:22][C:17]=1[O:16][C:3]1[CH:4]=[C:5]2[C:9](=[CH:10][C:2]=1[C:27]([OH:29])=[O:28])[N:8]([CH2:11][C:12]([F:15])([CH3:14])[CH3:13])[N:7]=[CH:6]2.